The task is: Predict which catalyst facilitates the given reaction.. This data is from Catalyst prediction with 721,799 reactions and 888 catalyst types from USPTO. (1) Reactant: [C:1]([S:14]([N:17]([CH2:21][CH2:22][CH2:23][CH2:24][CH2:25][C:26]([O:28]CC)=[O:27])[CH2:18][CH2:19][CH3:20])(=[O:16])=[O:15])([C:4]([C:7]([C:10]([F:13])([F:12])[F:11])([F:9])[F:8])([F:6])[F:5])([F:3])[F:2].[OH-].[K+:32].C(O)(C)C. Product: [C:1]([S:14]([N:17]([CH2:21][CH2:22][CH2:23][CH2:24][CH2:25][C:26]([O:28][K:32])=[O:27])[CH2:18][CH2:19][CH3:20])(=[O:16])=[O:15])([C:4]([C:7]([C:10]([F:13])([F:12])[F:11])([F:9])[F:8])([F:6])[F:5])([F:3])[F:2]. The catalyst class is: 6. (2) The catalyst class is: 4. Product: [CH2:1]([N:8]1[C:9]([CH3:10])([CH3:11])[CH2:14][CH:22]=[C:16]([C:17]([O:19][CH2:20][CH3:21])=[O:18])[CH2:15]1)[C:2]1[CH:3]=[CH:4][CH:5]=[CH:6][CH:7]=1. Reactant: [CH2:1]([N:8]([CH2:15][C:16](=[CH2:22])[C:17]([O:19][CH2:20][CH3:21])=[O:18])[C:9]([CH3:14])([CH2:11]C=C)[CH3:10])[C:2]1[CH:7]=[CH:6][CH:5]=[CH:4][CH:3]=1. (3) Reactant: Cl[C:2]1[C:7]([N+:8]([O-])=O)=[CH:6][C:5]([N+:11]([O-])=O)=[CH:4][N:3]=1.[CH3:14][N:15]1[CH2:20][CH2:19][NH:18][CH2:17][CH2:16]1.[H][H].C1CCCCC=1. Product: [CH3:14][N:15]1[CH2:20][CH2:19][N:18]([C:2]2[C:7]([NH2:8])=[CH:6][C:5]([NH2:11])=[CH:4][N:3]=2)[CH2:17][CH2:16]1. The catalyst class is: 29.